Dataset: Forward reaction prediction with 1.9M reactions from USPTO patents (1976-2016). Task: Predict the product of the given reaction. Given the reactants C(O[C:6]([N:8]1[CH2:13][CH2:12][N:11]([C:14]2[CH:19]=[CH:18][C:17]([C:20]([F:23])([F:22])[F:21])=[CH:16][CH:15]=2)[CH:10]([CH3:24])[CH2:9]1)=[O:7])(C)(C)C.FC(F)(F)C(O)=O.[I:32][C:33]1[CH:41]=[CH:40][C:39]([S:42]([CH3:45])(=[O:44])=[O:43])=[CH:38][C:34]=1C(O)=O.C(N(C(C)C)C(C)C)C.CN(C(ON1N=NC2C=CC=CC1=2)=[N+](C)C)C.[B-](F)(F)(F)F, predict the reaction product. The product is: [I:32][C:33]1[CH:41]=[CH:40][C:39]([S:42]([CH3:45])(=[O:44])=[O:43])=[CH:38][C:34]=1[C:6]([N:8]1[CH2:13][CH2:12][N:11]([C:14]2[CH:19]=[CH:18][C:17]([C:20]([F:23])([F:21])[F:22])=[CH:16][CH:15]=2)[CH:10]([CH3:24])[CH2:9]1)=[O:7].